Dataset: Peptide-MHC class II binding affinity with 134,281 pairs from IEDB. Task: Regression. Given a peptide amino acid sequence and an MHC pseudo amino acid sequence, predict their binding affinity value. This is MHC class II binding data. The peptide sequence is SAQIHLYYNSNIG. The binding affinity (normalized) is 0.344. The MHC is HLA-DPA10201-DPB10101 with pseudo-sequence HLA-DPA10201-DPB10101.